Dataset: Full USPTO retrosynthesis dataset with 1.9M reactions from patents (1976-2016). Task: Predict the reactants needed to synthesize the given product. (1) Given the product [CH3:1][C:2]1([CH3:33])[CH2:11][CH:10]=[C:9]([C:12]2[CH:17]=[CH:16][C:15]([CH3:18])=[CH:14][CH:13]=2)[C:8]2[CH:7]=[C:6]([C:19]([NH:21][C:22]3[CH:23]=[CH:24][C:25]([C:26]([OH:28])=[O:27])=[CH:31][CH:32]=3)=[O:20])[CH:5]=[CH:4][C:3]1=2, predict the reactants needed to synthesize it. The reactants are: [CH3:1][C:2]1([CH3:33])[CH2:11][CH:10]=[C:9]([C:12]2[CH:17]=[CH:16][C:15]([CH3:18])=[CH:14][CH:13]=2)[C:8]2[CH:7]=[C:6]([C:19]([NH:21][C:22]3[CH:32]=[CH:31][C:25]([C:26]([O:28]CC)=[O:27])=[CH:24][CH:23]=3)=[O:20])[CH:5]=[CH:4][C:3]1=2.[OH-].[Na+]. (2) Given the product [CH3:30][C:5]1([CH3:31])[C:4]2[C:8](=[CH:9][CH:10]=[CH:2][CH:3]=2)[C:7](=[O:11])[NH:6]1, predict the reactants needed to synthesize it. The reactants are: Cl[C:2]1[CH:3]=[C:4]2[C:8](=[CH:9][CH:10]=1)[C:7](=[O:11])[N:6](C1C=NC=C(N(C3CCN(S(CC)(=O)=O)C3)C)C=1)[C:5]2([CH3:31])[CH3:30].C(#N)C. (3) Given the product [N:1]([C@@H:4]1[CH2:9][C@H:8]2[C@H:10]3[C@H:19]([CH2:20][CH2:21][C@:6]2([CH3:7])[C@@H:5]1[OH:24])[C:18]1[CH:17]=[CH:16][C:15]([O:22][CH3:23])=[CH:14][C:13]=1[CH2:12][CH2:11]3)=[N+:2]=[N-:3], predict the reactants needed to synthesize it. The reactants are: [N:1]([C@@H:4]1[CH2:9][C@H:8]2[C@H:10]3[C@H:19]([CH2:20][CH2:21][C@:6]2([CH3:7])[C@H:5]1[OH:24])[C:18]1[CH:17]=[CH:16][C:15]([O:22][CH3:23])=[CH:14][C:13]=1[CH2:12][CH2:11]3)=[N+:2]=[N-:3]. (4) Given the product [C:2]1([CH3:1])[CH:9]=[CH:8][C:5]([CH:6]([C:13]2[CH:14]=[CH:15][C:10]([CH3:18])=[CH:11][CH:12]=2)[NH2:7])=[CH:4][CH:3]=1, predict the reactants needed to synthesize it. The reactants are: [CH3:1][C:2]1[CH:9]=[CH:8][C:5]([C:6]#[N:7])=[CH:4][CH:3]=1.[C:10]1([CH3:18])[CH:15]=[CH:14][C:13]([Mg]Br)=[CH:12][CH:11]=1. (5) Given the product [C:31]([CH2:30][O:28][C:5]1[CH:4]=[C:3]([C:1]#[N:2])[CH:27]=[CH:26][C:6]=1[CH2:7][NH:8][C:9](=[O:25])[CH:10]([O:22][CH2:23][CH3:24])[N:11]1[CH2:19][C:18]2[C:13](=[CH:14][CH:15]=[CH:16][C:17]=2[CH3:20])[C:12]1=[O:21])(=[O:32])[NH2:33], predict the reactants needed to synthesize it. The reactants are: [C:1]([C:3]1[CH:27]=[CH:26][C:6]([CH2:7][NH:8][C:9](=[O:25])[CH:10]([O:22][CH2:23][CH3:24])[N:11]2[CH2:19][C:18]3[C:13](=[CH:14][CH:15]=[CH:16][C:17]=3[CH3:20])[C:12]2=[O:21])=[C:5]([OH:28])[CH:4]=1)#[N:2].I[CH2:30][C:31]([NH2:33])=[O:32].C(=O)([O-])[O-].[Cs+].[Cs+].